Task: Predict the reactants needed to synthesize the given product.. Dataset: Full USPTO retrosynthesis dataset with 1.9M reactions from patents (1976-2016) Given the product [I:1][C:2]1[C:10]2[C:5](=[CH:6][CH:7]=[C:8]([CH3:11])[CH:9]=2)[N:4]([CH2:13][CH2:14][CH3:15])[N:3]=1, predict the reactants needed to synthesize it. The reactants are: [I:1][C:2]1[C:10]2[C:5](=[CH:6][CH:7]=[C:8]([CH3:11])[CH:9]=2)[NH:4][N:3]=1.Br[CH2:13][CH2:14][CH3:15].